Dataset: Reaction yield outcomes from USPTO patents with 853,638 reactions. Task: Predict the reaction yield, written as a fraction of the theoretical maximum amount of product (1.0 means a 100% yield; for example, 0.34 means a 34% yield). (1) The reactants are [F:1][C:2]1[CH:3]=[C:4]([CH:7]=[C:8]([O:13][CH3:14])[C:9]=1[N+:10]([O-:12])=[O:11])[C:5]#N.[OH:15]S(O)(=O)=O.[OH2:20]. No catalyst specified. The product is [F:1][C:2]1[CH:3]=[C:4]([CH:7]=[C:8]([O:13][CH3:14])[C:9]=1[N+:10]([O-:12])=[O:11])[C:5]([OH:15])=[O:20]. The yield is 0.750. (2) The reactants are C([O:7][CH2:8][C:9]1[S:10][CH:11]=[C:12]([C:14]2[CH:19]=[C:18]([C:20]([CH3:23])([CH3:22])[CH3:21])[C:17]([OH:24])=[C:16]([C:25]([CH3:28])([CH3:27])[CH3:26])[CH:15]=2)[N:13]=1)(=O)C(C)(C)C.[OH-].[Na+]. The catalyst is CO. The product is [C:25]([C:16]1[CH:15]=[C:14]([C:12]2[N:13]=[C:9]([CH2:8][OH:7])[S:10][CH:11]=2)[CH:19]=[C:18]([C:20]([CH3:23])([CH3:22])[CH3:21])[C:17]=1[OH:24])([CH3:28])([CH3:27])[CH3:26]. The yield is 0.880. (3) The reactants are [Cl:1][C:2]1[C:7]([N+:8]([O-])=O)=[CH:6][CH:5]=[CH:4][C:3]=1[O:11][CH3:12].C([O-])([O-])=O.[Na+].[Na+]. The catalyst is C(O)(=O)C.C(O)C.O.[Fe]. The product is [Cl:1][C:2]1[C:3]([O:11][CH3:12])=[CH:4][CH:5]=[CH:6][C:7]=1[NH2:8]. The yield is 1.00. (4) The reactants are C(=O)([O-])[O-].[K+].[K+].[CH2:7]1[NH:12][C:10](=[O:11])[NH:9][CH2:8]1.Br[CH2:14][C:15]1[CH:24]=[CH:23][C:18]([C:19]([O:21][CH3:22])=[O:20])=[CH:17][CH:16]=1.C(OC(C)C)(C)C. The catalyst is [I-].C([N+](CCCC)(CCCC)CCCC)CCC.CN(C=O)C. The product is [CH3:22][O:21][C:19]([C:18]1[CH:23]=[CH:24][C:15]([CH2:14][N:9]2[CH2:8][CH2:7][NH:12][C:10]2=[O:11])=[CH:16][CH:17]=1)=[O:20]. The yield is 0.574. (5) The product is [CH2:32]([O:34][C:35]([CH:37]1[CH2:41][CH2:40][CH2:39][CH:38]1[C:42]([N:5]1[CH2:6][CH2:7][N:2]([C:8]2[CH:13]=[CH:12][C:11]([NH:14][C:15]([C:17]3[N:18]=[C:19]([C:26]4[CH:31]=[CH:30][CH:29]=[CH:28][CH:27]=4)[O:20][C:21]=3[C:22]([F:23])([F:25])[F:24])=[O:16])=[CH:10][CH:9]=2)[CH2:3][CH2:4]1)=[O:43])=[O:36])[CH3:33]. The yield is 0.930. The reactants are Cl.[N:2]1([C:8]2[CH:13]=[CH:12][C:11]([NH:14][C:15]([C:17]3[N:18]=[C:19]([C:26]4[CH:31]=[CH:30][CH:29]=[CH:28][CH:27]=4)[O:20][C:21]=3[C:22]([F:25])([F:24])[F:23])=[O:16])=[CH:10][CH:9]=2)[CH2:7][CH2:6][NH:5][CH2:4][CH2:3]1.[CH2:32]([O:34][C:35]([C@@H:37]1[CH2:41][CH2:40][CH2:39][C@H:38]1[C:42](O)=[O:43])=[O:36])[CH3:33].C(N(CC)CC)C.F[P-](F)(F)(F)(F)F.N1(O[P+](N(C)C)(N(C)C)N(C)C)C2C=CC=CC=2N=N1. The catalyst is CN1CCCC1=O.C(OCC)(=O)C. (6) The reactants are [H-].C([Al+]CC(C)C)C(C)C.C1(C)C=CC=CC=1.[CH3:18][C:19](=[N:30][O:31][C:32]1[CH:37]=[CH:36][CH:35]=[CH:34][C:33]=1[C:38](=[N:43][O:44][CH3:45])[C:39](OC)=[O:40])[C:20]1[CH:25]=[CH:24][CH:23]=[C:22]([C:26]([F:29])([F:28])[F:27])[CH:21]=1.ClCCl. The catalyst is CO. The product is [CH3:18][C:19](=[N:30][O:31][C:32]1[CH:37]=[CH:36][CH:35]=[CH:34][C:33]=1[C:38](=[N:43][O:44][CH3:45])[CH:39]=[O:40])[C:20]1[CH:25]=[CH:24][CH:23]=[C:22]([C:26]([F:28])([F:29])[F:27])[CH:21]=1. The yield is 0.473. (7) The reactants are Br[C:2]1[C:3](=[O:10])[CH2:4][CH2:5][C:6]=1[O:7][CH2:8][CH3:9].C([O-])([O-])=O.[K+].[K+].[F:17][C:18]1[CH:23]=[CH:22][C:21](B(O)O)=[CH:20][CH:19]=1. The catalyst is C1(C)C=CC=CC=1.C1C=CC=CC=1.O.CCO.C1C=CC(/C=C/C(/C=C/C2C=CC=CC=2)=O)=CC=1.C1C=CC(/C=C/C(/C=C/C2C=CC=CC=2)=O)=CC=1.[Pd].C1C=CC(/C=C/C(/C=C/C2C=CC=CC=2)=O)=CC=1.C1C=CC(/C=C/C(/C=C/C2C=CC=CC=2)=O)=CC=1.C1C=CC(/C=C/C(/C=C/C2C=CC=CC=2)=O)=CC=1.[Pd].[Pd].C1(P(C2C=CC=CC=2)C2C=CC=CC=2)C=CC=CC=1. The product is [CH2:8]([O:7][C:6]1[CH2:5][CH2:4][C:3](=[O:10])[C:2]=1[C:21]1[CH:22]=[CH:23][C:18]([F:17])=[CH:19][CH:20]=1)[CH3:9]. The yield is 0.700. (8) The reactants are [C:1]([C:5]1[C:10]([N+:11]([O-:13])=[O:12])=[CH:9][C:8]([NH:14][C:15]#[C:16][Si](C)(C)C)=[CH:7][CH:6]=1)([CH3:4])([CH3:3])[CH3:2]. The catalyst is CN(C=O)C.[Cu]I. The product is [C:1]([C:5]1[CH:6]=[C:7]2[C:8](=[CH:9][C:10]=1[N+:11]([O-:13])=[O:12])[NH:14][CH:15]=[CH:16]2)([CH3:4])([CH3:3])[CH3:2]. The yield is 0.690. (9) The reactants are C[O:2][C:3](=O)[C:4]1[CH:9]=[CH:8][C:7]([NH:10][C:11](=[O:29])[CH:12]([C:19]2[CH:24]=[CH:23][C:22]([S:25]([CH3:28])(=[O:27])=[O:26])=[CH:21][CH:20]=2)[CH2:13][CH:14]2[CH2:18][CH2:17][CH2:16][CH2:15]2)=[N:6][CH:5]=1.[H-].[Al+3].[Li+].[H-].[H-].[H-]. The catalyst is C(OCC)C. The product is [CH:14]1([CH2:13][CH:12]([C:19]2[CH:24]=[CH:23][C:22]([S:25]([CH3:28])(=[O:27])=[O:26])=[CH:21][CH:20]=2)[C:11]([NH:10][C:7]2[CH:8]=[CH:9][C:4]([CH2:3][OH:2])=[CH:5][N:6]=2)=[O:29])[CH2:15][CH2:16][CH2:17][CH2:18]1. The yield is 0.570.